Dataset: Reaction yield outcomes from USPTO patents with 853,638 reactions. Task: Predict the reaction yield, written as a fraction of the theoretical maximum amount of product (1.0 means a 100% yield; for example, 0.34 means a 34% yield). (1) The reactants are Cl[C:2]1[CH:7]=[C:6]([CH3:8])[N:5]=[C:4]([CH3:9])[N:3]=1.[CH2:10]1[C:19]2[C:14](=[CH:15][CH:16]=[CH:17][CH:18]=2)[CH2:13][CH2:12][NH:11]1. The catalyst is C1(C)C=CC=CC=1.P([O-])([O-])([O-])=O.[K+].[K+].[K+]. The product is [CH3:9][C:4]1[N:3]=[C:2]([N:11]2[CH2:12][CH2:13][C:14]3[C:19](=[CH:18][CH:17]=[CH:16][CH:15]=3)[CH2:10]2)[CH:7]=[C:6]([CH3:8])[N:5]=1. The yield is 0.820. (2) The reactants are [CH2:1]([CH:3]([CH2:21][CH2:22][CH2:23][CH3:24])[CH2:4][O:5][C:6]1[CH:11]=[CH:10][C:9]([O:12][CH2:13][CH:14]([CH2:19][CH3:20])[CH2:15][CH2:16][CH2:17][CH3:18])=[CH:8][CH:7]=1)[CH3:2].[N+:25]([O-])([OH:27])=[O:26].O. The catalyst is C(Cl)(Cl)Cl. The product is [CH2:19]([CH:14]([CH2:15][CH2:16][CH2:17][CH3:18])[CH2:13][O:12][C:9]1[CH:8]=[CH:7][C:6]([O:5][CH2:4][CH:3]([CH2:1][CH3:2])[CH2:21][CH2:22][CH2:23][CH3:24])=[CH:11][C:10]=1[N+:25]([O-:27])=[O:26])[CH3:20]. The yield is 1.00. (3) The catalyst is C(O)C.N1CCCC1. The yield is 0.540. The product is [C:12]1([N:9]2[C:5]3=[N:6][CH:7]=[N:8][C:3]([NH:1][N:2]=[CH:26][C:25]4[CH:24]=[CH:23][C:22]([O:21][CH2:20][CH2:19][OH:18])=[CH:29][CH:28]=4)=[C:4]3[CH:11]=[N:10]2)[CH:17]=[CH:16][CH:15]=[CH:14][CH:13]=1. The reactants are [NH:1]([C:3]1[N:8]=[CH:7][N:6]=[C:5]2[N:9]([C:12]3[CH:17]=[CH:16][CH:15]=[CH:14][CH:13]=3)[N:10]=[CH:11][C:4]=12)[NH2:2].[OH:18][CH2:19][CH2:20][O:21][C:22]1[CH:29]=[CH:28][C:25]([CH:26]=O)=[CH:24][CH:23]=1. (4) The reactants are [Br:1][C:2]1[CH:7]=[CH:6][C:5]([CH2:8][C:9](O)=[O:10])=[C:4]([N+:12]([O-])=O)[CH:3]=1.S(=O)(=O)(O)O. The catalyst is C(O)C.[Zn]. The product is [Br:1][C:2]1[CH:3]=[C:4]2[C:5]([CH2:8][C:9](=[O:10])[NH:12]2)=[CH:6][CH:7]=1. The yield is 0.900.